Task: Predict hERG channel inhibition at various concentrations.. Dataset: hERG Central: cardiac toxicity at 1µM, 10µM, and general inhibition (1) The molecule is COC(=O)C1=C(C)N(Cc2cccnc2)C(=O)/C1=C\c1sccc1C. Results: hERG_inhib (hERG inhibition (general)): blocker. (2) The molecule is C[n+]1c2n(c3ccccc31)N=C(c1cc(C(C)(C)C)c(O)c(C(C)(C)C)c1)CS2.[Br-]. Results: hERG_inhib (hERG inhibition (general)): blocker. (3) The molecule is CCN(CC)CCNc1ccc(Cl)cc1[N+](=O)[O-].Cl. Results: hERG_inhib (hERG inhibition (general)): blocker. (4) The drug is Cc1cc(C)c(CN2CCCC(CNC(=O)c3ccc(F)cc3)C2)c(-n2cccn2)c1. Results: hERG_inhib (hERG inhibition (general)): blocker. (5) The drug is COc1ccc(N2CCN(CCCNC(=O)Nc3ccccc3)CC2)cc1. Results: hERG_inhib (hERG inhibition (general)): blocker. (6) The drug is N/C(Cc1ccc([N+](=O)[O-])cc1)=N\OC(=O)c1ccc([N+](=O)[O-])cc1. Results: hERG_inhib (hERG inhibition (general)): blocker. (7) The compound is Cc1c(OCC(=O)NCCN2CCOCC2)ccc2c1oc(=O)c1ccccc12. Results: hERG_inhib (hERG inhibition (general)): blocker. (8) The compound is CN(C)S(=O)(=O)c1cccc(COC(=O)CCNC(=O)c2ccc([N+](=O)[O-])cc2)c1. Results: hERG_inhib (hERG inhibition (general)): blocker. (9) The drug is CCCCNc1cc(C)nc(NCc2ccccc2)n1. Results: hERG_inhib (hERG inhibition (general)): blocker.